This data is from Full USPTO retrosynthesis dataset with 1.9M reactions from patents (1976-2016). The task is: Predict the reactants needed to synthesize the given product. Given the product [N:1]1[CH:6]=[CH:5][CH:4]=[CH:3][C:2]=1[CH2:7][O:8][C:9]1[CH:14]=[CH:13][NH:12][C:11](=[O:18])[CH:10]=1, predict the reactants needed to synthesize it. The reactants are: [N:1]1[CH:6]=[CH:5][CH:4]=[CH:3][C:2]=1[CH2:7][O:8][C:9]1[CH:14]=[CH:13][N+:12]([O-])=[CH:11][CH:10]=1.C(OC(=O)C)(=[O:18])C.